From a dataset of NCI-60 drug combinations with 297,098 pairs across 59 cell lines. Regression. Given two drug SMILES strings and cell line genomic features, predict the synergy score measuring deviation from expected non-interaction effect. Drug 1: CCCS(=O)(=O)NC1=C(C(=C(C=C1)F)C(=O)C2=CNC3=C2C=C(C=N3)C4=CC=C(C=C4)Cl)F. Drug 2: CC12CCC3C(C1CCC2=O)CC(=C)C4=CC(=O)C=CC34C. Cell line: HCT-15. Synergy scores: CSS=52.5, Synergy_ZIP=1.76, Synergy_Bliss=-1.29, Synergy_Loewe=-16.7, Synergy_HSA=-2.95.